From a dataset of NCI-60 drug combinations with 297,098 pairs across 59 cell lines. Regression. Given two drug SMILES strings and cell line genomic features, predict the synergy score measuring deviation from expected non-interaction effect. (1) Drug 1: C1=CC(=CC=C1CCCC(=O)O)N(CCCl)CCCl. Drug 2: C1=NC2=C(N1)C(=S)N=C(N2)N. Cell line: MDA-MB-231. Synergy scores: CSS=36.6, Synergy_ZIP=-12.5, Synergy_Bliss=-6.95, Synergy_Loewe=-7.73, Synergy_HSA=-1.34. (2) Drug 1: CC(C1=C(C=CC(=C1Cl)F)Cl)OC2=C(N=CC(=C2)C3=CN(N=C3)C4CCNCC4)N. Drug 2: CS(=O)(=O)OCCCCOS(=O)(=O)C. Cell line: NCI-H522. Synergy scores: CSS=3.44, Synergy_ZIP=-2.35, Synergy_Bliss=-1.87, Synergy_Loewe=-4.83, Synergy_HSA=-2.82.